From a dataset of Forward reaction prediction with 1.9M reactions from USPTO patents (1976-2016). Predict the product of the given reaction. (1) Given the reactants [Cl:1][C:2]1[CH:7]=[CH:6][C:5]([NH:8]C(=O)C2C=CC(F)=CC=2)=[C:4]([C:18](=[O:26])[C:19]2[CH:24]=[CH:23][C:22](F)=[CH:21][CH:20]=2)[CH:3]=1.[OH-:27].[Na+].[CH3:29]O, predict the reaction product. The product is: [NH2:8][C:5]1[CH:6]=[CH:7][C:2]([Cl:1])=[CH:3][C:4]=1[C:18]([C:19]1[CH:20]=[CH:21][C:22]([O:27][CH3:29])=[CH:23][CH:24]=1)=[O:26]. (2) Given the reactants [Cl-].[OH:2][CH2:3][CH2:4][C@@H:5]([C:7]1[N:12]([C:13]2[CH:18]=[CH:17][CH:16]=[CH:15][CH:14]=2)[C:11](=[O:19])[C:10]2=[C:20]([CH3:23])[CH:21]=[CH:22][N:9]2[N:8]=1)[NH3+:6].[Br:24][C:25]1[C:33]2[C:32](Cl)=[N:31][CH:30]=[N:29][C:28]=2[N:27]([CH2:35][O:36][CH2:37][CH2:38][Si:39]([CH3:42])([CH3:41])[CH3:40])[CH:26]=1.[F-].[Cs+].C(N(CC)C(C)C)(C)C, predict the reaction product. The product is: [Br:24][C:25]1[C:33]2[C:32]([NH:6][C@H:5]([C:7]3[N:12]([C:13]4[CH:18]=[CH:17][CH:16]=[CH:15][CH:14]=4)[C:11](=[O:19])[C:10]4=[C:20]([CH3:23])[CH:21]=[CH:22][N:9]4[N:8]=3)[CH2:4][CH2:3][OH:2])=[N:31][CH:30]=[N:29][C:28]=2[N:27]([CH2:35][O:36][CH2:37][CH2:38][Si:39]([CH3:42])([CH3:41])[CH3:40])[CH:26]=1.